Dataset: Peptide-MHC class I binding affinity with 185,985 pairs from IEDB/IMGT. Task: Regression. Given a peptide amino acid sequence and an MHC pseudo amino acid sequence, predict their binding affinity value. This is MHC class I binding data. (1) The peptide sequence is SYATHHDKF. The MHC is HLA-A01:01 with pseudo-sequence HLA-A01:01. The binding affinity (normalized) is 0.0215. (2) The peptide sequence is VIPHAMSSCGV. The MHC is Mamu-A01 with pseudo-sequence Mamu-A01. The binding affinity (normalized) is 0.612.